This data is from Full USPTO retrosynthesis dataset with 1.9M reactions from patents (1976-2016). The task is: Predict the reactants needed to synthesize the given product. (1) Given the product [Br:1][C:2]1[CH:7]=[CH:6][C:5]([C:8]([F:11])([F:10])[F:9])=[CH:4][C:3]=1[C:21]1[CH2:26][CH2:25][N:24]([C:27]([O:29][C:30]([CH3:33])([CH3:32])[CH3:31])=[O:28])[CH2:23][CH:22]=1, predict the reactants needed to synthesize it. The reactants are: [Br:1][C:2]1[CH:7]=[CH:6][C:5]([C:8]([F:11])([F:10])[F:9])=[CH:4][C:3]=1I.CC1(C)C(C)(C)OB([C:21]2[CH2:26][CH2:25][N:24]([C:27]([O:29][C:30]([CH3:33])([CH3:32])[CH3:31])=[O:28])[CH2:23][CH:22]=2)O1.C(=O)([O-])[O-].[K+].[K+]. (2) Given the product [NH2:3][C:4]1[N:12]=[CH:11][N:10]=[C:9]2[C:5]=1[N:6]([C:24]1[CH:29]=[CH:28][C:27]([CH:30]([OH:37])[C:31]3[CH:32]=[CH:33][CH:34]=[CH:35][CH:36]=3)=[CH:26][CH:25]=1)[C:7](=[O:23])[N:8]2[C@@H:13]1[CH2:17][CH2:16][N:15]([C:18](=[O:22])[C:19]#[C:20][CH3:21])[CH2:14]1, predict the reactants needed to synthesize it. The reactants are: CO.[NH2:3][C:4]1[N:12]=[CH:11][N:10]=[C:9]2[C:5]=1[N:6]([C:24]1[CH:29]=[CH:28][C:27]([C:30](=[O:37])[C:31]3[CH:36]=[CH:35][CH:34]=[CH:33][CH:32]=3)=[CH:26][CH:25]=1)[C:7](=[O:23])[N:8]2[C@@H:13]1[CH2:17][CH2:16][N:15]([C:18](=[O:22])[C:19]#[C:20][CH3:21])[CH2:14]1.[BH4-].[Na+]. (3) The reactants are: [NH2:1][CH2:2][C@H:3]1[CH2:7][CH2:6][CH2:5][C@@H:4]1[NH:8][C:9]1[CH:18]=[C:17]([CH3:19])[C:16]2[C:11](=[CH:12][CH:13]=[C:14]([O:20][CH3:21])[CH:15]=2)[N:10]=1.[CH3:22][N:23]1[C:31]2[C:26](=[CH:27][CH:28]=[CH:29][CH:30]=2)[C:25]([CH:32]=O)=[CH:24]1.[BH4-].[Na+].Cl.[OH-].[Na+]. Given the product [CH3:21][O:20][C:14]1[CH:15]=[C:16]2[C:11](=[CH:12][CH:13]=1)[N:10]=[C:9]([NH:8][C@H:4]1[CH2:5][CH2:6][CH2:7][C@@H:3]1[CH2:2][NH:1][CH2:32][C:25]1[C:26]3[C:31](=[CH:30][CH:29]=[CH:28][CH:27]=3)[N:23]([CH3:22])[CH:24]=1)[CH:18]=[C:17]2[CH3:19], predict the reactants needed to synthesize it. (4) Given the product [CH3:1][C:2]1[CH:7]=[C:6]([O:8][CH2:9][C:10]2([C:14]([OH:16])=[O:15])[CH2:13][CH2:12][CH2:11]2)[N:5]=[CH:4][C:3]=1[C:19]1[CH:20]=[N:21][C:22]([C:25]2[N:26]([CH2:34][O:35][CH2:36][CH2:37][Si:38]([CH3:39])([CH3:41])[CH3:40])[CH:27]=[C:28]([C:30]([F:32])([F:33])[F:31])[N:29]=2)=[CH:23][CH:24]=1, predict the reactants needed to synthesize it. The reactants are: [CH3:1][C:2]1[CH:7]=[C:6]([O:8][CH2:9][C:10]2([C:14]([O:16]CC)=[O:15])[CH2:13][CH2:12][CH2:11]2)[N:5]=[CH:4][C:3]=1[C:19]1[CH:20]=[N:21][C:22]([C:25]2[N:26]([CH2:34][O:35][CH2:36][CH2:37][Si:38]([CH3:41])([CH3:40])[CH3:39])[CH:27]=[C:28]([C:30]([F:33])([F:32])[F:31])[N:29]=2)=[CH:23][CH:24]=1.[OH-].[Na+]. (5) Given the product [CH3:9][O:8][C:5]1[CH:6]=[CH:7][C:2]2[N:1]=[C:22]([CH3:23])[N:10]([C:11]3[C:12]([CH3:21])=[C:13]([CH:18]=[CH:19][CH:20]=3)[C:14]([O:16][CH3:17])=[O:15])[C:3]=2[CH:4]=1, predict the reactants needed to synthesize it. The reactants are: [NH2:1][C:2]1[CH:7]=[CH:6][C:5]([O:8][CH3:9])=[CH:4][C:3]=1[NH:10][C:11]1[C:12]([CH3:21])=[C:13]([CH:18]=[CH:19][CH:20]=1)[C:14]([O:16][CH3:17])=[O:15].[C:22](OC(=O)C)(=O)[CH3:23]. (6) Given the product [CH3:39][N:35]1[CH:36]=[CH:37][N:38]=[C:34]1[CH2:33][N:25]([CH2:24][C:21]1[CH:22]=[CH:23][C:18]([CH2:17][N:5]([CH2:4][C:3]([OH:40])=[O:2])[CH2:6][CH2:7][CH2:8][CH2:9][N:10]([CH2:14][CH2:15][CH3:16])[CH2:11][CH2:12][CH3:13])=[CH:19][CH:20]=1)[CH2:26][C:27]1[N:28]([CH3:32])[CH:29]=[CH:30][N:31]=1, predict the reactants needed to synthesize it. The reactants are: C[O:2][C:3](=[O:40])[CH2:4][N:5]([CH2:17][C:18]1[CH:23]=[CH:22][C:21]([CH2:24][N:25]([CH2:33][C:34]2[N:35]([CH3:39])[CH:36]=[CH:37][N:38]=2)[CH2:26][C:27]2[N:28]([CH3:32])[CH:29]=[CH:30][N:31]=2)=[CH:20][CH:19]=1)[CH2:6][CH2:7][CH2:8][CH2:9][N:10]([CH2:14][CH2:15][CH3:16])[CH2:11][CH2:12][CH3:13]. (7) Given the product [F:31][C:28]([F:29])([F:30])[S:25]([N-:24][S:21]([C:17]([F:18])([F:19])[F:20])(=[O:22])=[O:23])(=[O:26])=[O:27].[CH2:7]([N+:9]([CH2:14][CH3:15])([CH2:11][CH2:12][OH:13])[CH3:10])[CH3:8], predict the reactants needed to synthesize it. The reactants are: COS([O-])(=O)=O.[CH2:7]([N+:9]([CH2:14][CH3:15])([CH2:11][CH2:12][OH:13])[CH3:10])[CH3:8].[Li+].[C:17]([S:21]([N-:24][S:25]([C:28]([F:31])([F:30])[F:29])(=[O:27])=[O:26])(=[O:23])=[O:22])([F:20])([F:19])[F:18]. (8) Given the product [C:9]([C:10]1([CH2:8][CH2:6][CH3:7])[CH2:16][CH:13]=[CH:12][CH2:11]1)#[N:14], predict the reactants needed to synthesize it. The reactants are: [Li+].CC([N-][CH:6]([CH3:8])[CH3:7])C.[C:9](#[N:14])[CH2:10][CH2:11][CH2:12][CH3:13].Cl/[CH:16]=C\CCCl. (9) Given the product [F:10][C:8]1[CH:7]=[C:4]([CH:3]=[C:2]([O:32][C:29]2[CH:28]=[CH:27][C:26]([S:23]([CH3:22])(=[O:25])=[O:24])=[CH:31][CH:30]=2)[CH:9]=1)[C:5]#[N:6], predict the reactants needed to synthesize it. The reactants are: F[C:2]1[CH:3]=[C:4]([CH:7]=[C:8]([F:10])[CH:9]=1)[C:5]#[N:6].C(=O)([O-])[O-].[K+].[K+].CN(C=O)C.[CH3:22][S:23]([C:26]1[CH:31]=[CH:30][C:29]([OH:32])=[CH:28][CH:27]=1)(=[O:25])=[O:24]. (10) Given the product [CH3:9][O:8][C:7]1[C:2]2[O:21][N:20]=[C:10]([C:12]3[CH:17]=[CH:16][N:15]=[C:14]([S:18][CH3:19])[N:13]=3)[C:3]=2[CH:4]=[CH:5][CH:6]=1, predict the reactants needed to synthesize it. The reactants are: F[C:2]1[C:7]([O:8][CH3:9])=[CH:6][CH:5]=[CH:4][C:3]=1[C:10]([C:12]1[CH:17]=[CH:16][N:15]=[C:14]([S:18][CH3:19])[N:13]=1)=O.[NH2:20][OH:21].C1CCN2C(=NCCC2)CC1.